Dataset: Catalyst prediction with 721,799 reactions and 888 catalyst types from USPTO. Task: Predict which catalyst facilitates the given reaction. (1) Reactant: Cl.C([O:4][CH:5](OCC)[C:6]1[CH:45]=[CH:44][C:9]([CH2:10][N:11]([CH2:25][C:26]2[CH:43]=[CH:42][C:29]3[N:30]([CH2:40][CH3:41])[C:31](=[O:39])[C:32]([CH3:38])([CH3:37])[C:33](=[O:36])[N:34]([CH3:35])[C:28]=3[CH:27]=2)[CH2:12][CH2:13][N:14]2[CH:19]=[CH:18][C:17]3[O:20][C:21]([CH3:23])=[CH:22][C:16]=3[C:15]2=[O:24])=[CH:8][CH:7]=1)C.[OH-].[Na+]. Product: [CH2:40]([N:30]1[C:31](=[O:39])[C:32]([CH3:38])([CH3:37])[C:33](=[O:36])[N:34]([CH3:35])[C:28]2[CH:27]=[C:26]([CH2:25][N:11]([CH2:10][C:9]3[CH:44]=[CH:45][C:6]([CH:5]=[O:4])=[CH:7][CH:8]=3)[CH2:12][CH2:13][N:14]3[CH:19]=[CH:18][C:17]4[O:20][C:21]([CH3:23])=[CH:22][C:16]=4[C:15]3=[O:24])[CH:43]=[CH:42][C:29]1=2)[CH3:41]. The catalyst class is: 1. (2) Reactant: C(O[CH2:9][CH3:10])(=O)C(OCC)=O.[O-][CH2:12]C.[K+].[CH3:15][C:16]1[C:21]([N+:22]([O-:24])=[O:23])=[CH:20]C(C)=C[C:17]=1[C:26](=[NH:30])OCC. Product: [CH3:12][C:10]1[CH:9]=[C:15]2[C:16]([CH:17]=[CH:26][NH:30]2)=[C:21]([N+:22]([O-:24])=[O:23])[CH:20]=1. The catalyst class is: 623. (3) Reactant: C([C:3]1[N:8]=[CH:7][CH:6]=[CH:5][N:4]=1)#N.C([O-])(=O)C.[NH4+].C([NH:17][C@H](C(O)=O)CS)(=O)C.CC(C)([O-])C.[Na+].C([O:32][C:33](=[O:42])[C:34](=[CH:38][N:39]([CH3:41])C)[C:35](=O)[CH3:36])C.[OH-].[Na+].Cl. Product: [CH3:36][C:35]1[C:34]([C:33]([OH:32])=[O:42])=[CH:38][N:39]=[C:41]([C:3]2[N:8]=[CH:7][CH:6]=[CH:5][N:4]=2)[N:17]=1. The catalyst class is: 97. (4) Reactant: [NH:1]1[C:9]2[C:4](=[CH:5][CH:6]=[CH:7][CH:8]=2)[C:3](/[CH:10]=[CH:11]/[C:12]([OH:14])=O)=[N:2]1.N=C=N.C1C=CC2N(O)N=NC=2C=1.[NH:28]1[CH2:33][CH2:32][CH:31]([C:34]([O:36][CH2:37][CH3:38])=[O:35])[CH2:30][CH2:29]1.C(=O)([O-])[O-]. Product: [NH:1]1[C:9]2[C:4](=[CH:5][CH:6]=[CH:7][CH:8]=2)[C:3](/[CH:10]=[CH:11]/[C:12]([N:28]2[CH2:33][CH2:32][CH:31]([C:34]([O:36][CH2:37][CH3:38])=[O:35])[CH2:30][CH2:29]2)=[O:14])=[N:2]1. The catalyst class is: 3.